From a dataset of Forward reaction prediction with 1.9M reactions from USPTO patents (1976-2016). Predict the product of the given reaction. (1) Given the reactants [CH3:1][CH:2]1[CH2:7][C:6](=O)[CH2:5][CH2:4][N:3]1[C:9]([O:11][CH2:12][CH3:13])=[O:10].[CH2:14]([NH:21]CC1C=CC=CC=1)[C:15]1[CH:20]=[CH:19][CH:18]=[CH:17][CH:16]=1.C(O[BH-](OC(=O)C)OC(=O)C)(=O)C.[Na+].ClCCl.CO, predict the reaction product. The product is: [CH2:14]([NH:21][CH:6]1[CH2:5][CH2:4][N:3]([C:9]([O:11][CH2:12][CH3:13])=[O:10])[CH:2]([CH3:1])[CH2:7]1)[C:15]1[CH:20]=[CH:19][CH:18]=[CH:17][CH:16]=1. (2) Given the reactants [O:1]1[CH:5]=[CH:4][CH:3]=[C:2]1[C:6]1[O:7][C:8]([CH2:38]C)=[C:9]([CH2:11][O:12][C:13]2[CH:35]=[CH:34][C:16]([CH2:17][O:18][C:19]3[C:23](/[CH:24]=[CH:25]/[CH2:26]O)=[CH:22][N:21]([C:28]4[CH:33]=[CH:32][CH:31]=[CH:30][CH:29]=4)[N:20]=3)=[CH:15][C:14]=2[O:36][CH3:37])[N:10]=1.C(P(CCCC)CCCC)CCC.[NH:53]1[CH:57]=[N:56][CH:55]=[N:54]1.N(C(N1CCCCC1)=O)=NC(N1CCCCC1)=O, predict the reaction product. The product is: [O:1]1[CH:5]=[CH:4][CH:3]=[C:2]1[C:6]1[O:7][C:8]([CH3:38])=[C:9]([CH2:11][O:12][C:13]2[CH:35]=[CH:34][C:16]([CH2:17][O:18][C:19]3[C:23]([CH:24]([N:53]4[CH:57]=[N:56][CH:55]=[N:54]4)[CH:25]=[CH2:26])=[CH:22][N:21]([C:28]4[CH:29]=[CH:30][CH:31]=[CH:32][CH:33]=4)[N:20]=3)=[CH:15][C:14]=2[O:36][CH3:37])[N:10]=1.